Dataset: Reaction yield outcomes from USPTO patents with 853,638 reactions. Task: Predict the reaction yield, written as a fraction of the theoretical maximum amount of product (1.0 means a 100% yield; for example, 0.34 means a 34% yield). (1) The reactants are [CH3:1][P:2](=[O:7])([CH:5]=[CH2:6])[CH:3]=[CH2:4].[C:8]([N:15]1[CH2:20][CH2:19][CH:18]([NH2:21])[CH2:17][CH2:16]1)([O:10][C:11]([CH3:14])([CH3:13])[CH3:12])=[O:9]. The catalyst is C1COCC1.O. The product is [CH3:1][P:2]1(=[O:7])[CH2:5][CH2:6][N:21]([CH:18]2[CH2:17][CH2:16][N:15]([C:8]([O:10][C:11]([CH3:14])([CH3:13])[CH3:12])=[O:9])[CH2:20][CH2:19]2)[CH2:4][CH2:3]1. The yield is 0.380. (2) The reactants are [C:1]([O:5][C:6]([NH:8][C@H:9]1[CH2:14][NH:13][CH2:12][C@@H:11]([C:15]([OH:17])=[O:16])[CH2:10]1)=[O:7])([CH3:4])([CH3:3])[CH3:2].CCN(C(C)C)C(C)C.[CH2:27]([O:34][C:35](ON1C(=O)CCC1=O)=[O:36])[C:28]1[CH:33]=[CH:32][CH:31]=[CH:30][CH:29]=1. The catalyst is ClCCl. The product is [CH2:27]([O:34][C:35]([N:13]1[CH2:14][C@H:9]([NH:8][C:6]([O:5][C:1]([CH3:4])([CH3:2])[CH3:3])=[O:7])[CH2:10][C@H:11]([C:15]([OH:17])=[O:16])[CH2:12]1)=[O:36])[C:28]1[CH:33]=[CH:32][CH:31]=[CH:30][CH:29]=1. The yield is 0.990. (3) The reactants are [Cl:1][CH2:2][C:3]1[CH:11]=[CH:10][C:6]([C:7](Cl)=[O:8])=[CH:5][CH:4]=1.[Cl:12][C:13]1[CH:19]=[CH:18][C:16]([NH2:17])=[C:15]([N:20]2[CH2:25][CH2:24][N:23]([CH2:26][CH2:27][C:28]([F:31])([F:30])[F:29])[CH2:22][CH2:21]2)[CH:14]=1.CCN(C(C)C)C(C)C. The catalyst is C(Cl)Cl. The product is [Cl:12][C:13]1[CH:19]=[CH:18][C:16]([NH:17][C:7](=[O:8])[C:6]2[CH:10]=[CH:11][C:3]([CH2:2][Cl:1])=[CH:4][CH:5]=2)=[C:15]([N:20]2[CH2:25][CH2:24][N:23]([CH2:26][CH2:27][C:28]([F:29])([F:31])[F:30])[CH2:22][CH2:21]2)[CH:14]=1. The yield is 0.950. (4) The reactants are [NH:1]1[CH2:5][CH2:4][CH2:3][CH:2]1[CH2:6][NH:7][C:8]1[CH:9]=[CH:10][C:11]([C:14]([O:16][CH2:17][CH3:18])=[O:15])=[N:12][CH:13]=1.[CH3:19][O:20][C:21]1[CH:22]=[C:23]([CH2:38][C:39](O)=[O:40])[CH:24]=[CH:25][C:26]=1[NH:27][C:28]([NH:30][C:31]1[CH:36]=[CH:35][CH:34]=[CH:33][C:32]=1[CH3:37])=[O:29].CCN=C=NCCCN(C)C.Cl. The product is [CH3:19][O:20][C:21]1[CH:22]=[C:23]([CH2:38][C:39]([N:1]2[CH2:5][CH2:4][CH2:3][CH:2]2[CH2:6][NH:7][C:8]2[CH:9]=[CH:10][C:11]([C:14]([O:16][CH2:17][CH3:18])=[O:15])=[N:12][CH:13]=2)=[O:40])[CH:24]=[CH:25][C:26]=1[NH:27][C:28]([NH:30][C:31]1[CH:36]=[CH:35][CH:34]=[CH:33][C:32]=1[CH3:37])=[O:29]. The yield is 0.800. The catalyst is CN(C1C=CN=CC=1)C.CN(C=O)C.